From a dataset of Catalyst prediction with 721,799 reactions and 888 catalyst types from USPTO. Predict which catalyst facilitates the given reaction. (1) Reactant: Cl.[O:2]1[C:8]2[CH:9]=[CH:10][C:11]([B:13]([OH:15])[OH:14])=[CH:12][C:7]=2[CH2:6][NH:5][CH2:4][CH2:3]1.C(=O)(O)[O-].[Na+].[F:21][CH2:22][CH:23]1[CH2:28][CH2:27][N:26]([C:29](Cl)=[O:30])[CH2:25][CH2:24]1.C(OC(C)C)(=O)C. Product: [F:21][CH2:22][CH:23]1[CH2:28][CH2:27][N:26]([C:29]([N:5]2[CH2:6][C:7]3[CH:12]=[C:11]([B:13]([OH:15])[OH:14])[CH:10]=[CH:9][C:8]=3[O:2][CH2:3][CH2:4]2)=[O:30])[CH2:25][CH2:24]1. The catalyst class is: 1. (2) Reactant: [C:1]([SiH2:5][O:6][C:7]([CH3:17])([CH3:16])[C:8]1[CH:15]=[CH:14][C:11]([CH:12]=O)=[CH:10][CH:9]=1)([CH3:4])([CH3:3])[CH3:2].Cl.[NH2:19][OH:20].N1C=CC=CC=1. Product: [C:1]([SiH2:5][O:6][C:7]([CH3:17])([CH3:16])[C:8]1[CH:15]=[CH:14][C:11]([CH:12]=[N:19][OH:20])=[CH:10][CH:9]=1)([CH3:4])([CH3:3])[CH3:2]. The catalyst class is: 8. (3) Reactant: [CH3:1][O:2][CH2:3][Si](C)(C)C.C([Li])(CC)C.[Cl:13][C:14]1[CH:19]=[CH:18][C:17]([CH:20]2[CH2:25][CH2:24][CH2:23][C:22](=O)[CH2:21]2)=[CH:16][CH:15]=1. Product: [Cl:13][C:14]1[CH:19]=[CH:18][C:17]([CH:20]2[CH2:25][CH2:24][CH2:23][C:22](=[CH:3][O:2][CH3:1])[CH2:21]2)=[CH:16][CH:15]=1. The catalyst class is: 7. (4) Product: [Br:31][C:13]1[CH:14]=[CH:15][C:9]2[C:8]([C:16]3[CH:17]=[CH:18][C:19]([CH3:22])=[CH:20][CH:21]=3)=[C:7]([C:4]3[CH:5]=[CH:6][C:1]([CH3:23])=[CH:2][CH:3]=3)[S:11][C:10]=2[CH:12]=1. Reactant: [C:1]1([CH3:23])[CH:6]=[CH:5][C:4]([C:7]2[S:11][C:10]3[CH:12]=[CH:13][CH:14]=[CH:15][C:9]=3[C:8]=2[C:16]2[CH:21]=[CH:20][C:19]([CH3:22])=[CH:18][CH:17]=2)=[CH:3][CH:2]=1.C1C(=O)N([Br:31])C(=O)C1.O. The catalyst class is: 1. (5) Reactant: [Cl:1][C:2]1[C:3]([CH2:10]O)=[N:4][CH:5]=[C:6]([O:8][CH3:9])[N:7]=1.O=S(Cl)[Cl:14]. The catalyst class is: 2. Product: [Cl:1][C:2]1[C:3]([CH2:10][Cl:14])=[N:4][CH:5]=[C:6]([O:8][CH3:9])[N:7]=1. (6) Reactant: [F:1][CH:2]([F:13])[C:3]1[CH:12]=[CH:11][C:6]([C:7]([O:9][CH3:10])=[O:8])=[CH:5][N:4]=1.[H][H].[ClH:16]. Product: [ClH:16].[F:13][CH:2]([F:1])[CH:3]1[NH:4][CH2:5][CH:6]([C:7]([O:9][CH3:10])=[O:8])[CH2:11][CH2:12]1. The catalyst class is: 458. (7) Reactant: [NH2:1][C:2]1[N:3]=[C:4]2[CH:9]=[CH:8][C:7]([O:10][C:11]3[CH:12]=[C:13]([NH:17][C:18](=[O:29])[C:19]4[CH:24]=[CH:23][CH:22]=[C:21]([C:25]([F:28])([F:27])[F:26])[CH:20]=4)[CH:14]=[CH:15][CH:16]=3)=[N:6][N:5]2[CH:30]=1.[CH3:31][CH:32]([CH3:36])[C:33](O)=[O:34].Cl.CN(C)CCCN=C=NCC.ON1C2C=CC=CC=2N=N1.C(N(CC)CC)C. Product: [C:33]([NH:1][C:2]1[N:3]=[C:4]2[CH:9]=[CH:8][C:7]([O:10][C:11]3[CH:12]=[C:13]([NH:17][C:18](=[O:29])[C:19]4[CH:24]=[CH:23][CH:22]=[C:21]([C:25]([F:28])([F:27])[F:26])[CH:20]=4)[CH:14]=[CH:15][CH:16]=3)=[N:6][N:5]2[CH:30]=1)(=[O:34])[CH:32]([CH3:36])[CH3:31]. The catalyst class is: 9.